This data is from Peptide-MHC class I binding affinity with 185,985 pairs from IEDB/IMGT. The task is: Regression. Given a peptide amino acid sequence and an MHC pseudo amino acid sequence, predict their binding affinity value. This is MHC class I binding data. (1) The peptide sequence is YVADALAAF. The MHC is HLA-A29:02 with pseudo-sequence HLA-A29:02. The binding affinity (normalized) is 0.423. (2) The peptide sequence is NPKLRNCRI. The MHC is HLA-A02:01 with pseudo-sequence HLA-A02:01. The binding affinity (normalized) is 0.0847. (3) The peptide sequence is YVPEAQTRL. The MHC is Mamu-A2601 with pseudo-sequence Mamu-A2601. The binding affinity (normalized) is 1.00. (4) The peptide sequence is KQAWCWFG. The MHC is HLA-B27:05 with pseudo-sequence HLA-B27:05. The binding affinity (normalized) is 0.190.